From a dataset of Reaction yield outcomes from USPTO patents with 853,638 reactions. Predict the reaction yield, written as a fraction of the theoretical maximum amount of product (1.0 means a 100% yield; for example, 0.34 means a 34% yield). (1) The reactants are [Br:1][C:2]1[CH:3]=[C:4]2[C:9](=[CH:10][CH:11]=1)[CH2:8][CH:7]([OH:12])[CH2:6][CH2:5]2.[OH-].[K+].I[CH3:16]. The catalyst is CS(C)=O.[Cl-].[Na+].O. The product is [CH3:16][O:12][CH:7]1[CH2:6][CH2:5][C:4]2[C:9](=[CH:10][CH:11]=[C:2]([Br:1])[CH:3]=2)[CH2:8]1. The yield is 0.720. (2) The reactants are C(C1ON=C(NC(NC2C=CC=C(OC3C4C(=CC(O)=C(OC)C=4)N=CN=3)C=2)=O)C=1)(C)(C)C.O[C@H]1CCN(C(OC(C)(C)C)=O)C1.[C:47]([C:51]1[O:55][N:54]=[C:53]([NH:56][C:57](=[O:91])[NH:58][C:59]2[CH:60]=[C:61]([CH:88]=[CH:89][CH:90]=2)[O:62][C:63]2[C:72]3[C:67](=[CH:68][C:69]([O:75][C@H:76]4[CH2:80][CH2:79][N:78]([C:81]([O:83][C:84]([CH3:87])([CH3:86])[CH3:85])=[O:82])[CH2:77]4)=[C:70]([O:73][CH3:74])[CH:71]=3)[N:66]=[CH:65][N:64]=2)[CH:52]=1)([CH3:50])([CH3:49])[CH3:48]. No catalyst specified. The product is [C:47]([C:51]1[O:55][N:54]=[C:53]([NH:56][C:57](=[O:91])[NH:58][C:59]2[CH:60]=[C:61]([CH:88]=[CH:89][CH:90]=2)[O:62][C:63]2[C:72]3[C:67](=[CH:68][C:69]([O:75][C@@H:76]4[CH2:80][CH2:79][N:78]([C:81]([O:83][C:84]([CH3:86])([CH3:85])[CH3:87])=[O:82])[CH2:77]4)=[C:70]([O:73][CH3:74])[CH:71]=3)[N:66]=[CH:65][N:64]=2)[CH:52]=1)([CH3:48])([CH3:49])[CH3:50]. The yield is 0.230. (3) The product is [Cl:1][C:2]1[CH:30]=[CH:29][C:5]([CH2:6][C:7]2[N:8]=[C:9]([C:23]3[CH:28]=[CH:27][N:26]=[CH:25][CH:24]=3)[S:10][C:11]=2[C:12]2[NH:16][CH:15]=[N:14][N:13]=2)=[CH:4][CH:3]=1. The reactants are [Cl:1][C:2]1[CH:30]=[CH:29][C:5]([CH2:6][C:7]2[N:8]=[C:9]([C:23]3[CH:28]=[CH:27][N:26]=[CH:25][CH:24]=3)[S:10][C:11]=2[C:12]2[N:16]=[CH:15][N:14](C3CCCCO3)[N:13]=2)=[CH:4][CH:3]=1.Cl.O1CCOCC1. The yield is 0.450. The catalyst is O1CCCC1.CO. (4) The reactants are C1C(=O)N([Br:8])C(=O)C1.[NH2:9][C:10]1[CH:11]=[C:12]([N:19]2[CH2:24][CH2:23][N:22]([C:25]([O:27][C:28]([CH3:31])([CH3:30])[CH3:29])=[O:26])[CH2:21][CH2:20]2)[CH:13]=[N:14][C:15]=1[N+:16]([O-:18])=[O:17]. The catalyst is ClC(Cl)C. The product is [NH2:9][C:10]1[CH:11]=[C:12]([N:19]2[CH2:20][CH2:21][N:22]([C:25]([O:27][C:28]([CH3:31])([CH3:30])[CH3:29])=[O:26])[CH2:23][CH2:24]2)[C:13]([Br:8])=[N:14][C:15]=1[N+:16]([O-:18])=[O:17]. The yield is 0.354. (5) The reactants are [N:1]1[CH:6]=[CH:5][CH:4]=[C:3]([CH:7]2[CH2:11][CH2:10][N:9]([C:12]([CH:14]3[CH2:19][CH2:18][CH2:17][N:16](C(OC(C)(C)C)=O)[CH2:15]3)=[O:13])[CH2:8]2)[CH:2]=1.[C:27]([OH:33])([C:29]([F:32])([F:31])[F:30])=[O:28]. The catalyst is C(Cl)Cl. The product is [F:30][C:29]([F:32])([F:31])[C:27]([OH:33])=[O:28].[F:30][C:29]([F:32])([F:31])[C:27]([OH:33])=[O:28].[NH:16]1[CH2:17][CH2:18][CH2:19][CH:14]([C:12]([N:9]2[CH2:10][CH2:11][CH:7]([C:3]3[CH:2]=[N:1][CH:6]=[CH:5][CH:4]=3)[CH2:8]2)=[O:13])[CH2:15]1. The yield is 1.00.